The task is: Predict the reactants needed to synthesize the given product.. This data is from Full USPTO retrosynthesis dataset with 1.9M reactions from patents (1976-2016). (1) Given the product [F:9][C:10]([F:14])([F:13])[CH2:11][O:8][C:7]1[C:2]([NH2:1])=[N:3][CH:4]=[CH:5][CH:6]=1, predict the reactants needed to synthesize it. The reactants are: [NH2:1][C:2]1[C:7]([OH:8])=[CH:6][CH:5]=[CH:4][N:3]=1.[F:9][C:10]([F:14])([F:13])[CH2:11]I. (2) Given the product [Cl:20][C:17]1[CH:16]=[CH:15][C:14]([CH:5]([CH2:6][C:7]2[CH:12]=[CH:11][C:10]([Cl:13])=[CH:9][CH:8]=2)[CH:3]([NH:2][S:34]([C:30]([CH3:33])([CH3:32])[CH3:31])=[O:35])[CH3:4])=[CH:19][CH:18]=1, predict the reactants needed to synthesize it. The reactants are: Cl.[NH2:2][CH:3]([CH:5]([C:14]1[CH:19]=[CH:18][C:17]([Cl:20])=[CH:16][CH:15]=1)[CH2:6][C:7]1[CH:12]=[CH:11][C:10]([Cl:13])=[CH:9][CH:8]=1)[CH3:4].C(N(C(C)C)CC)(C)C.[C:30]([S:34](Cl)=[O:35])([CH3:33])([CH3:32])[CH3:31].C([Mg]Cl)(C)(C)C. (3) Given the product [Cl:1][CH2:2][C:3]([NH:5][C@H:6]([C:7]([O:9][CH:10]([CH3:11])[CH3:19])=[O:8])[CH2:17][OH:18])=[O:4], predict the reactants needed to synthesize it. The reactants are: [Cl:1][CH2:2][C:3]([NH:5][C@@H:6]([CH2:17][OH:18])[C:7]([O:9][CH2:10][C:11]1C=CC=CC=1)=[O:8])=[O:4].[CH3:19]C([O-])(C)C.[K+]. (4) Given the product [N:8]1[C:15]([NH2:16])=[N:14][C:12]([NH2:13])=[N:11][C:9]=1[NH2:10].[CH2:1]=[O:7].[C:1]1([OH:7])[CH:6]=[CH:5][CH:4]=[CH:3][CH:2]=1, predict the reactants needed to synthesize it. The reactants are: [C:1]1([OH:7])[CH:6]=[CH:5][CH:4]=[CH:3][CH:2]=1.[N:8]1[C:15]([NH2:16])=[N:14][C:12]([NH2:13])=[N:11][C:9]=1[NH2:10].C=O. (5) Given the product [F:1][C:2]1[CH:3]=[C:4]([NH:5][CH2:17][CH2:16][C@H:14]2[O:15][C:11]([CH3:20])([CH3:10])[O:12][C:13]2=[O:19])[CH:6]=[C:7]([F:9])[CH:8]=1, predict the reactants needed to synthesize it. The reactants are: [F:1][C:2]1[CH:3]=[C:4]([CH:6]=[C:7]([F:9])[CH:8]=1)[NH2:5].[CH3:10][C:11]1([CH3:20])[O:15][C@H:14]([CH2:16][CH:17]=O)[C:13](=[O:19])[O:12]1.C(O)(=O)C.[BH4-].[Na+]. (6) Given the product [ClH:1].[CH3:29][N:8]([CH3:7])[C:9]1[N:10]=[C:11]([NH:25][CH2:26][CH2:27][CH3:28])[C:12]2[N:18]=[C:17]([NH:19][CH3:20])[N:16]=[C:15]([NH:21][CH2:22][CH2:23][CH3:24])[C:13]=2[N:14]=1, predict the reactants needed to synthesize it. The reactants are: [ClH:1].C(OCC)C.[CH3:7][N:8]([CH3:29])[C:9]1[N:10]=[C:11]([NH:25][CH2:26][CH2:27][CH3:28])[C:12]2[N:18]=[C:17]([NH:19][CH3:20])[N:16]=[C:15]([NH:21][CH2:22][CH2:23][CH3:24])[C:13]=2[N:14]=1.